From a dataset of Blood-brain barrier permeability classification from the B3DB database. Regression/Classification. Given a drug SMILES string, predict its absorption, distribution, metabolism, or excretion properties. Task type varies by dataset: regression for continuous measurements (e.g., permeability, clearance, half-life) or binary classification for categorical outcomes (e.g., BBB penetration, CYP inhibition). Dataset: b3db_classification. (1) The drug is O=P(O)(O)C(Sc1ccc(Cl)cc1)P(=O)(O)O. The result is 0 (does not penetrate BBB). (2) The molecule is CCCCC(=O)O[C@]1(C(=O)CO)[C@@H](C)C[C@H]2[C@@H]3CCC4=CC(=O)C=C[C@]4(C)[C@@]3(F)[C@@H](O)C[C@@]21C. The result is 1 (penetrates BBB). (3) The molecule is CC(=O)Nc1ccc(OC(C)(C)C)cc1. The result is 1 (penetrates BBB). (4) The drug is CCC[C@@H]1O[C@@H]2C[C@H]3[C@@H]4C[C@H](F)C5=CC(=O)CC[C@]5(C)[C@@]4(F)[C@@H](O)C[C@]3(C)[C@]2(C(=O)CO)O1. The result is 1 (penetrates BBB). (5) The compound is CC#Cc1cn([C@@H]2O[C@H](CO)[C@@H](O)[C@H]2O)c(=O)[nH]c1=O. The result is 0 (does not penetrate BBB). (6) The compound is COC[C@H]1CN(c2ccc(OCC[C@H](O)C(F)(F)F)cc2)C(=O)O1. The result is 1 (penetrates BBB). (7) The drug is COc1ccc2c3c1O[C@H]1C(=O)CC[C@@]4(O)[C@@H](C2)N(C)CC[C@@]314. The result is 1 (penetrates BBB). (8) The drug is CCC1NC(=O)C(NC(=O)c2ncccc2O)C(C)OC(=O)C(c2ccccc2)NC(=O)C2CC(=O)CCN2C(=O)C(Cc2ccccc2)N(C)C(=O)C2CCCN2C1=O. The result is 0 (does not penetrate BBB). (9) The molecule is CC(C)(Oc1ccc(Cl)cc1)C(=O)N[C@H](C(=O)N[C@@H]1C(=O)N2[C@@H](C(=O)O)C(C)(C)S[C@H]12)c1ccccc1. The result is 0 (does not penetrate BBB).